This data is from Reaction yield outcomes from USPTO patents with 853,638 reactions. The task is: Predict the reaction yield, written as a fraction of the theoretical maximum amount of product (1.0 means a 100% yield; for example, 0.34 means a 34% yield). (1) The yield is 0.930. The product is [Br:1][CH2:2][CH2:3][CH2:4][CH2:5][CH2:6][C:7]([O:9][CH3:10])=[O:8]. The reactants are [Br:1][CH2:2][CH2:3][CH2:4][CH2:5][CH2:6][C:7]([O-:9])=[O:8].[CH3:10]O. No catalyst specified. (2) The reactants are C1(S([N:10]2[C:18]3[C:13](=[CH:14][C:15]([CH2:19][CH3:20])=[CH:16][CH:17]=3)[CH2:12][CH2:11]2)(=O)=O)C=CC=CC=1.[OH-].[Na+]. The catalyst is Br. The product is [CH2:19]([C:15]1[CH:14]=[C:13]2[C:18](=[CH:17][CH:16]=1)[NH:10][CH2:11][CH2:12]2)[CH3:20]. The yield is 0.320. (3) The product is [CH3:29][N:28]([CH3:30])[C:26]([C:25]1[CH:31]=[CH:32][C:22]([CH:20]2[C:34](=[O:33])[C:35]3[C:13]([C:12]([O:11][CH2:10][CH3:9])=[O:17])=[CH:14][CH:15]=[CH:16][C:8]=3[NH:7][CH:6]2[C:5]2[CH:18]=[CH:19][C:2]([F:1])=[CH:3][CH:4]=2)=[CH:23][CH:24]=1)=[O:27]. The catalyst is C(OCC)(=O)CC.CCOC(C)=O. The yield is 0.440. The reactants are [F:1][C:2]1[CH:19]=[CH:18][C:5](/[CH:6]=[N:7]/[C:8]2[CH:16]=[CH:15][CH:14]=[C:13]3[C:9]=2[CH2:10][O:11][C:12]3=[O:17])=[CH:4][CH:3]=1.[CH:20]([C:22]1[CH:32]=[CH:31][C:25]([C:26]([N:28]([CH3:30])[CH3:29])=[O:27])=[CH:24][CH:23]=1)=O.[O-:33][CH2:34][CH3:35].[Na+].O. (4) The reactants are [C:1]([C:5]1[NH:6][C:7]2[C:12]([CH:13]=1)=[CH:11][C:10]([N+:14]([O-])=O)=[C:9]([F:17])[CH:8]=2)([CH3:4])([CH3:3])[CH3:2]. The catalyst is CO.[Ni]. The product is [C:1]([C:5]1[NH:6][C:7]2[C:12]([CH:13]=1)=[CH:11][C:10]([NH2:14])=[C:9]([F:17])[CH:8]=2)([CH3:4])([CH3:2])[CH3:3]. The yield is 0.380. (5) The product is [NH2:24][C:25]([NH:1][C:2]1[C:3]([C:17]([NH2:19])=[O:18])=[CH:4][C:5]2[C:13]3[C:8](=[CH:9][CH:10]=[CH:11][CH:12]=3)[N:7]([CH2:14][CH3:15])[C:6]=2[N:16]=1)=[O:26]. The catalyst is C(Cl)Cl. The yield is 0.180. The reactants are [NH2:1][C:2]1[C:3]([C:17]([NH2:19])=[O:18])=[CH:4][C:5]2[C:13]3[C:8](=[CH:9][CH:10]=[CH:11][CH:12]=3)[N:7]([CH2:14][CH3:15])[C:6]=2[N:16]=1.ClS([N:24]=[C:25]=[O:26])(=O)=O. (6) The reactants are [CH3:1][NH:2][C:3](=[O:14])[C:4]1[CH:9]=[CH:8][C:7]([N+:10]([O-])=O)=[CH:6][C:5]=1[F:13]. The catalyst is C(OCC)(=O)C.C(O)(=O)C.[Fe]. The product is [CH3:1][NH:2][C:3](=[O:14])[C:4]1[CH:9]=[CH:8][C:7]([NH2:10])=[CH:6][C:5]=1[F:13]. The yield is 0.920. (7) The reactants are [N:1]1([C:6]([O:8][CH2:9][CH2:10][C:11]2[N:12]=[C:13]([C:17]3[CH:22]=[CH:21][CH:20]=[CH:19][CH:18]=3)[O:14][C:15]=2[CH3:16])=[O:7])[CH:5]=[CH:4]N=C1.N[CH2:24][C:25]1[CH:26]=[C:27]([CH:36]=CC=1)[O:28][C:29]([CH3:35])([CH3:34])[C:30]([O:32][CH3:33])=[O:31]. The catalyst is O1CCCC1. The product is [CH3:35][C:29]([O:28][C:27]1[CH:26]=[CH:25][CH:24]=[C:4]([CH2:5][NH:1][C:6]([O:8][CH2:9][CH2:10][C:11]2[N:12]=[C:13]([C:17]3[CH:18]=[CH:19][CH:20]=[CH:21][CH:22]=3)[O:14][C:15]=2[CH3:16])=[O:7])[CH:36]=1)([CH3:34])[C:30]([O:32][CH3:33])=[O:31]. The yield is 0.530. (8) The reactants are C(OC(=O)[NH:7][CH2:8][C:9]1[CH:14]=[CH:13][C:12]([N:15]2[C:23]3[C:18](=[CH:19][CH:20]=[CH:21][CH:22]=3)[C:17]([Cl:24])=[C:16]2[C:25]2[O:26][C:27]([CH3:30])=[CH:28][N:29]=2)=[CH:11][CH:10]=1)(C)(C)C.Cl. The catalyst is C(OCC)(=O)C.C1(OC)C=CC=CC=1. The product is [Cl:24][C:17]1[C:18]2[C:23](=[CH:22][CH:21]=[CH:20][CH:19]=2)[N:15]([C:12]2[CH:11]=[CH:10][C:9]([CH2:8][NH2:7])=[CH:14][CH:13]=2)[C:16]=1[C:25]1[O:26][C:27]([CH3:30])=[CH:28][N:29]=1. The yield is 0.780. (9) The reactants are C1(P(C2C=CC=CC=2)C2C=CC=CC=2)C=CC=CC=1.BrN1C(=O)CCC1=O.[CH:28]([N:31]1[C:39]2[C:34](=[CH:35][CH:36]=[C:37]([O:40][CH3:41])[CH:38]=2)[C:33]([C:42]([OH:44])=O)=[CH:32]1)([CH3:30])[CH3:29].[NH2:45][C:46]1[S:47][CH:48]=[CH:49][N:50]=1. The catalyst is C(Cl)Cl. The product is [S:47]1[CH:48]=[CH:49][N:50]=[C:46]1[NH:45][C:42]([C:33]1[C:34]2[C:39](=[CH:38][C:37]([O:40][CH3:41])=[CH:36][CH:35]=2)[N:31]([CH:28]([CH3:29])[CH3:30])[CH:32]=1)=[O:44]. The yield is 0.500. (10) The reactants are [NH2:1][C:2]1[N:3]=[C:4]([N:19]2[CH2:24][CH2:23][N:22]([C:25](=[O:35])[CH2:26][NH:27]C(OC(C)(C)C)=O)[CH2:21][CH2:20]2)[C:5]2[N:11]=[C:10]([C:12]3[CH:17]=[CH:16][C:15]([F:18])=[CH:14][CH:13]=3)[CH:9]=[CH:8][C:6]=2[N:7]=1.FC(F)(F)C(O)=O. The catalyst is ClCCl. The product is [NH2:1][C:2]1[N:3]=[C:4]([N:19]2[CH2:20][CH2:21][N:22]([C:25](=[O:35])[CH2:26][NH2:27])[CH2:23][CH2:24]2)[C:5]2[N:11]=[C:10]([C:12]3[CH:17]=[CH:16][C:15]([F:18])=[CH:14][CH:13]=3)[CH:9]=[CH:8][C:6]=2[N:7]=1. The yield is 0.240.